This data is from Full USPTO retrosynthesis dataset with 1.9M reactions from patents (1976-2016). The task is: Predict the reactants needed to synthesize the given product. (1) Given the product [CH3:49][O:48][C:46]1[CH:47]=[C:42]([C:64]#[C:63][Si:65]([CH2:70][CH3:71])([CH2:68][CH3:69])[CH2:66][CH3:67])[C:43]([C:50]#[N:51])=[N:44][CH:45]=1, predict the reactants needed to synthesize it. The reactants are: C1(P(C2CCCCC2)C2C=CC=CC=2C2C(C(C)C)=CC(C(C)C)=CC=2C(C)C)CCCCC1.C(=O)([O-])[O-].[Cs+].[Cs+].Cl[C:42]1[C:43]([C:50]#[N:51])=[N:44][CH:45]=[C:46]([O:48][CH3:49])[CH:47]=1.ClC1C=C(OC)C(C#N)=NC=1.[CH2:63]([Si:65]([CH2:70][CH3:71])([CH2:68][CH3:69])[C:66]#[CH:67])[CH3:64]. (2) Given the product [Si:18]([O:17][CH2:16][C:10]1([CH2:9][CH2:8][C:5]2([CH:25]=[O:28])[CH:6]=[CH:7][C:2]([C:2]3[CH:7]=[CH:6][CH:5]=[CH:4][CH:3]=3)=[CH:3][CH2:4]2)[CH2:14][O:13][C:12]([CH3:15])=[N:11]1)([C:21]([CH3:24])([CH3:23])[CH3:22])([CH3:20])[CH3:19], predict the reactants needed to synthesize it. The reactants are: Br[C:2]1[CH:7]=[CH:6][C:5]([CH2:8][CH2:9][C:10]2([CH2:16][O:17][Si:18]([C:21]([CH3:24])([CH3:23])[CH3:22])([CH3:20])[CH3:19])[CH2:14][O:13][C:12]([CH3:15])=[N:11]2)=[CH:4][CH:3]=1.[C:25]([O-:28])([O-])=O.[Na+].[Na+]. (3) Given the product [OH:12][NH:11][C:9]([C:6]1[CH:5]=[N:4][C:3]([O:2][CH3:1])=[N:8][CH:7]=1)=[NH:10], predict the reactants needed to synthesize it. The reactants are: [CH3:1][O:2][C:3]1[N:8]=[CH:7][C:6]([C:9]#[N:10])=[CH:5][N:4]=1.[NH2:11][OH:12]. (4) The reactants are: [N:1]1[CH:6]=[CH:5][CH:4]=[CH:3][C:2]=1[C:7]1[N:11]=[C:10]([C:12]2[CH:17]=[C:16]([C:18]#[N:19])[CH:15]=[C:14](Br)[CH:13]=2)[O:9][N:8]=1.[F:21][C:22]1[CH:23]=[C:24](B(O)O)[CH:25]=[CH:26][CH:27]=1.COCCOC.C(=O)([O-])[O-].[Na+].[Na+]. Given the product [N:1]1[CH:6]=[CH:5][CH:4]=[CH:3][C:2]=1[C:7]1[N:11]=[C:10]([C:12]2[CH:13]=[C:14]([C:26]3[CH:25]=[CH:24][CH:23]=[C:22]([F:21])[CH:27]=3)[CH:15]=[C:16]([C:18]#[N:19])[CH:17]=2)[O:9][N:8]=1, predict the reactants needed to synthesize it. (5) Given the product [Cl:25][C:22]1[S:21][C:20]([C:3]2[C:2]([C:34]3[CH:42]=[C:41]4[C:37]([CH2:38][C:39](=[O:43])[NH:40]4)=[CH:36][CH:35]=3)=[CH:7][N:6]=[C:5]([NH:8][CH2:9][CH2:10][N:11]3[C:15]([CH3:17])([CH3:16])[C:14](=[O:18])[NH:13][C:12]3=[O:19])[N:4]=2)=[CH:24][CH:23]=1, predict the reactants needed to synthesize it. The reactants are: Br[C:2]1[C:3]([C:20]2[S:21][C:22]([Cl:25])=[CH:23][CH:24]=2)=[N:4][C:5]([NH:8][CH2:9][CH2:10][N:11]2[C:15]([CH3:17])([CH3:16])[C:14](=[O:18])[NH:13][C:12]2=[O:19])=[N:6][CH:7]=1.CC1(C)C(C)(C)OB([C:34]2[CH:42]=[C:41]3[C:37]([CH2:38][C:39](=[O:43])[NH:40]3)=[CH:36][CH:35]=2)O1. (6) Given the product [CH3:12][C:10]1[CH:9]=[C:8]([CH3:13])[C:7]2[O:14][CH2:2][C:3](=[O:4])[NH:5][C:6]=2[CH:11]=1, predict the reactants needed to synthesize it. The reactants are: Cl[CH2:2][C:3]([NH:5][C:6]1[CH:11]=[C:10]([CH3:12])[CH:9]=[C:8]([CH3:13])[C:7]=1[OH:14])=[O:4].C(=O)([O-])[O-].[K+].[K+].Cl.O. (7) Given the product [OH:15][C:10]1([C:16]#[C:17][C:18]2[N:22]([CH3:23])[CH:21]=[N:20][CH:19]=2)[C:11]([CH3:13])([CH3:14])[CH2:12][C:4](=[O:3])[CH:8]=[C:9]1[CH3:24], predict the reactants needed to synthesize it. The reactants are: CC1C(C)O[C:4]2([CH2:12][C:11]([CH3:14])([CH3:13])[C:10]([C:16]#[C:17][C:18]3[N:22]([CH3:23])[CH:21]=[N:20][CH:19]=3)([OH:15])[C:9]([CH3:24])=[CH:8]2)[O:3]1.O.